This data is from Forward reaction prediction with 1.9M reactions from USPTO patents (1976-2016). The task is: Predict the product of the given reaction. Given the reactants [C:1]([O:5][C:6](=[O:20])[C:7]([CH3:19])([S:9][C:10]1[CH:18]=[CH:17][C:13]([C:14]([OH:16])=[O:15])=[CH:12][CH:11]=1)[CH3:8])(C)(C)C.[F:21][C:22]([F:39])([F:38])[C:23]1[CH:37]=[CH:36][C:26]([CH2:27][N:28]2[CH:32]=[C:31]([C@H:33](O)[CH3:34])[N:30]=[N:29]2)=[CH:25][CH:24]=1, predict the reaction product. The product is: [CH3:1][O:5][C:6](=[O:20])[C:7]([CH3:19])([S:9][C:10]1[CH:18]=[CH:17][C:13]([C:14]([O:16][C@@H:33]([C:31]2[N:30]=[N:29][N:28]([CH2:27][C:26]3[CH:36]=[CH:37][C:23]([C:22]([F:39])([F:38])[F:21])=[CH:24][CH:25]=3)[CH:32]=2)[CH3:34])=[O:15])=[CH:12][CH:11]=1)[CH3:8].